From a dataset of Reaction yield outcomes from USPTO patents with 853,638 reactions. Predict the reaction yield, written as a fraction of the theoretical maximum amount of product (1.0 means a 100% yield; for example, 0.34 means a 34% yield). (1) The reactants are [OH:1][C:2]1[CH:19]=[CH:18][C:17]2[C@@H:16]3[C@H:7]([C@H:8]4[C@@:12]([CH2:14][CH2:15]3)([CH3:13])[C:11](=[O:20])[CH2:10][CH2:9]4)[CH2:6][CH2:5][C:4]=2[C:3]=1[CH3:21].B(F)(F)F.[CH3:26]COCC.CC[CH2:33][CH2:34][CH3:35]. The catalyst is C(O)(C)(C)C. The product is [CH3:26][C:34]([C:19]1[C:2]([OH:1])=[C:3]([CH3:21])[C:4]2[CH2:5][CH2:6][C@@H:7]3[C@@H:16]([C:17]=2[CH:18]=1)[CH2:15][CH2:14][C@@:12]1([CH3:13])[C@H:8]3[CH2:9][CH2:10][C:11]1=[O:20])([CH3:33])[CH3:35]. The yield is 0.560. (2) The reactants are CC1(C)CCCC(C)(C)N1.C([Li])CCC.[Br:16][C:17]1[CH:18]=[N:19][CH:20]=[CH:21][CH:22]=1.[O:23]1[CH2:26][C:25](=[O:27])[CH2:24]1. The catalyst is C1COCC1. The product is [Br:16][C:17]1[CH:18]=[N:19][CH:20]=[CH:21][C:22]=1[C:25]1([OH:27])[CH2:26][O:23][CH2:24]1. The yield is 0.310. (3) The reactants are [N+:1]([C:4]1[CH:9]=[CH:8][C:7]([CH2:10][CH:11]([OH:13])[CH3:12])=[CH:6][CH:5]=1)([O-:3])=[O:2].[C:14](O[C:14](=[O:17])[CH2:15][CH3:16])(=[O:17])[CH2:15][CH3:16]. The catalyst is C1C=CC=CC=1. The product is [C:14]([O:13][C@H:11]([CH3:12])[CH2:10][C:7]1[CH:6]=[CH:5][C:4]([N+:1]([O-:3])=[O:2])=[CH:9][CH:8]=1)(=[O:17])[CH2:15][CH3:16].[N+:1]([C:4]1[CH:5]=[CH:6][C:7]([CH2:10][C@@H:11]([OH:13])[CH3:12])=[CH:8][CH:9]=1)([O-:3])=[O:2]. The yield is 0.580.